From a dataset of Catalyst prediction with 721,799 reactions and 888 catalyst types from USPTO. Predict which catalyst facilitates the given reaction. (1) Reactant: C([O:4][C:5]1[CH:12]=[CH:11][C:8]([CH:9]=[CH2:10])=[CH:7][CH:6]=1)(=O)C.C[O-].[Na+].CO. Product: [OH:4][C:5]1[CH:12]=[CH:11][C:8]([CH:9]=[CH2:10])=[CH:7][CH:6]=1. The catalyst class is: 13. (2) Reactant: [C:1]1([P:7]([CH2:12][CH2:13][C:14]#[N:15])[CH2:8][CH2:9][C:10]#[N:11])[CH:6]=[CH:5][CH:4]=[CH:3][CH:2]=1.[H-].[Al+3].[Li+].[H-].[H-].[H-].C(OCC)C. Product: [C:1]1([P:7]([CH2:12][CH2:13][CH2:14][NH2:15])[CH2:8][CH2:9][CH2:10][NH2:11])[CH:6]=[CH:5][CH:4]=[CH:3][CH:2]=1. The catalyst class is: 1. (3) Reactant: [I:1][C:2]1[CH:8]=[CH:7][C:5]([NH2:6])=[CH:4][CH:3]=1.[C:9]1(=O)[CH2:14][CH2:13][CH2:12][CH2:11][CH2:10]1.C[Si]([C:20]#[N:21])(C)C. Product: [I:1][C:2]1[CH:8]=[CH:7][C:5]([NH:6][C:9]2([C:20]#[N:21])[CH2:14][CH2:13][CH2:12][CH2:11][CH2:10]2)=[CH:4][CH:3]=1. The catalyst class is: 15. (4) Reactant: [H-].[Na+].[N:3]1([CH2:8][CH2:9][O:10][CH2:11][C:12]2[CH:17]=[CH:16][C:15]([OH:18])=[CH:14][CH:13]=2)[CH:7]=[CH:6][N:5]=[N:4]1.Cl[CH2:20][C:21]1[N:22]=[C:23]([CH:26]=[CH:27][C:28]2[CH:33]=[CH:32][C:31]([S:34]([C:36]([F:39])([F:38])[F:37])=[O:35])=[CH:30][CH:29]=2)[O:24][CH:25]=1.O. Product: [F:39][C:36]([F:37])([F:38])[S:34]([C:31]1[CH:32]=[CH:33][C:28](/[CH:27]=[CH:26]/[C:23]2[O:24][CH:25]=[C:21]([CH2:20][O:18][C:15]3[CH:14]=[CH:13][C:12]([CH2:11][O:10][CH2:9][CH2:8][N:3]4[CH:7]=[CH:6][N:5]=[N:4]4)=[CH:17][CH:16]=3)[N:22]=2)=[CH:29][CH:30]=1)=[O:35]. The catalyst class is: 3. (5) Reactant: [Cl:1][C:2]1[CH:3]=[C:4]([N:8]2[C:12]([C:13]3[CH:18]=[CH:17][CH:16]=[C:15]([F:19])[C:14]=3[F:20])=[CH:11][C:10]([C:21]([O:23]CC)=[O:22])=[N:9]2)[CH:5]=[CH:6][CH:7]=1.[OH-].[K+].Cl. Product: [Cl:1][C:2]1[CH:3]=[C:4]([N:8]2[C:12]([C:13]3[CH:18]=[CH:17][CH:16]=[C:15]([F:19])[C:14]=3[F:20])=[CH:11][C:10]([C:21]([OH:23])=[O:22])=[N:9]2)[CH:5]=[CH:6][CH:7]=1. The catalyst class is: 5.